Dataset: Full USPTO retrosynthesis dataset with 1.9M reactions from patents (1976-2016). Task: Predict the reactants needed to synthesize the given product. Given the product [C:3]([Si:7]([CH3:26])([CH3:25])[O:8][CH:9]([C:11]1[O:12][C:13]([CH2:16][N:17]2[CH:21]=[CH:20][C:19]([NH2:22])=[N:18]2)=[CH:14][N:15]=1)[CH3:10])([CH3:6])([CH3:5])[CH3:4], predict the reactants needed to synthesize it. The reactants are: N#N.[C:3]([Si:7]([CH3:26])([CH3:25])[O:8][CH:9]([C:11]1[O:12][C:13]([CH2:16][N:17]2[CH:21]=[CH:20][C:19]([N+:22]([O-])=O)=[N:18]2)=[CH:14][N:15]=1)[CH3:10])([CH3:6])([CH3:5])[CH3:4].[NH4+].[Cl-].